Dataset: Catalyst prediction with 721,799 reactions and 888 catalyst types from USPTO. Task: Predict which catalyst facilitates the given reaction. (1) Reactant: [NH2:1][C:2]1[CH:3]=[C:4]2[C:8](=[CH:9][CH:10]=1)[N:7]([CH2:11][C@H:12]([OH:14])[CH3:13])[N:6]=[C:5]2[C:15]#[N:16].N1C=CN=C1.[Si:22](Cl)([C:25]([CH3:28])([CH3:27])[CH3:26])([CH3:24])[CH3:23]. Product: [NH2:1][C:2]1[CH:3]=[C:4]2[C:8](=[CH:9][CH:10]=1)[N:7]([CH2:11][C@H:12]([O:14][Si:22]([C:25]([CH3:28])([CH3:27])[CH3:26])([CH3:24])[CH3:23])[CH3:13])[N:6]=[C:5]2[C:15]#[N:16]. The catalyst class is: 64. (2) Reactant: C([O:4][C@@H:5]1[C@@H:9]([O:10][CH2:11][C:12]2[CH:17]=[CH:16][CH:15]=[CH:14][CH:13]=2)[C:8]([CH2:28][O:29]C(=O)C2C=CC=CC=2)([CH2:18][O:19]C(=O)C2C=CC=CC=2)[O:7][C@H:6]1[N:38]1[CH:46]=[C:44]([CH3:45])[C:42](=[O:43])[NH:41][C:39]1=[O:40])(=O)C.C[O-].[Na+].Cl. Product: [CH2:11]([O:10][C@H:9]1[C:8]([CH2:18][OH:19])([CH2:28][OH:29])[O:7][C@@H:6]([N:38]2[CH:46]=[C:44]([CH3:45])[C:42](=[O:43])[NH:41][C:39]2=[O:40])[C@@H:5]1[OH:4])[C:12]1[CH:13]=[CH:14][CH:15]=[CH:16][CH:17]=1. The catalyst class is: 5. (3) Reactant: Br[C:2]1[CH:7]=[CH:6][C:5]([N+:8]([O-:10])=[O:9])=[CH:4][CH:3]=1.[C:11]([O:15][CH2:16][CH2:17][CH2:18][CH3:19])(=[O:14])[CH:12]=[CH2:13].C(N(CC)CC)C. The catalyst class is: 350. Product: [CH2:16]([O:15][C:11](=[O:14])[CH:12]=[CH:13][C:2]1[CH:7]=[CH:6][C:5]([N+:8]([O-:10])=[O:9])=[CH:4][CH:3]=1)[CH2:17][CH2:18][CH3:19]. (4) Reactant: [C:1]([OH:16])(=[O:15])/[CH:2]=[CH:3]/[C:4]1[CH:14]=[C:11]([O:12][CH3:13])[C:9]([OH:10])=[C:6]([O:7][CH3:8])[CH:5]=1.[CH2:17]([N:19]([CH2:22][CH3:23])[CH2:20][CH3:21])[CH3:18]. Product: [C:1]([OH:16])(=[O:15])/[CH:2]=[CH:3]/[C:4]1[CH:14]=[C:11]([O:12][CH3:13])[C:9]([OH:10])=[C:6]([O:7][CH3:8])[CH:5]=1.[CH2:17]([N:19]([CH2:22][CH3:23])[CH2:20][CH3:21])[CH3:18]. The catalyst class is: 8. (5) Reactant: [CH3:1][C:2]1[CH:7]=[CH:6][N:5]2[CH:8]=[C:9]([C:11]3[CH:16]=[CH:15][N:14]=[CH:13][CH:12]=3)[N:10]=[C:4]2[CH:3]=1.[I:17]N1C(=O)CCC1=O. Product: [I:17][C:8]1[N:5]2[CH:6]=[CH:7][C:2]([CH3:1])=[CH:3][C:4]2=[N:10][C:9]=1[C:11]1[CH:16]=[CH:15][N:14]=[CH:13][CH:12]=1. The catalyst class is: 10.